Task: Regression. Given a peptide amino acid sequence and an MHC pseudo amino acid sequence, predict their binding affinity value. This is MHC class II binding data.. Dataset: Peptide-MHC class II binding affinity with 134,281 pairs from IEDB The peptide sequence is GELQIADKIDAAFKI. The MHC is DRB1_0401 with pseudo-sequence DRB1_0401. The binding affinity (normalized) is 0.608.